Dataset: Catalyst prediction with 721,799 reactions and 888 catalyst types from USPTO. Task: Predict which catalyst facilitates the given reaction. (1) Product: [CH2:18]([N:3]1[C:11]2[C:6](=[CH:7][C:8]([C:12]([OH:14])=[O:13])=[CH:9][CH:10]=2)[CH:5]=[C:4]1[C:15]([OH:17])=[O:16])[CH2:19][CH3:20]. The catalyst class is: 3. Reactant: [H-].[Na+].[NH:3]1[C:11]2[C:6](=[CH:7][C:8]([C:12]([OH:14])=[O:13])=[CH:9][CH:10]=2)[CH:5]=[C:4]1[C:15]([OH:17])=[O:16].[CH2:18](Br)[CH2:19][CH3:20]. (2) Reactant: [C:1]1([CH2:7][O:8][C:9](=[O:25])[NH:10][CH2:11][S:12]([C:15]2[CH:20]=[CH:19][C:18]([NH2:21])=[C:17]([N+:22]([O-])=O)[CH:16]=2)(=[O:14])=[O:13])[CH:6]=[CH:5][CH:4]=[CH:3][CH:2]=1. Product: [C:1]1([CH2:7][O:8][C:9](=[O:25])[NH:10][CH2:11][S:12]([C:15]2[CH:20]=[CH:19][C:18]([NH2:21])=[C:17]([NH2:22])[CH:16]=2)(=[O:13])=[O:14])[CH:6]=[CH:5][CH:4]=[CH:3][CH:2]=1. The catalyst class is: 810. (3) Reactant: [N+:1]([C:4]1[CH:9]=[C:8]([N+:10]([O-:12])=[O:11])[CH:7]=[CH:6][C:5]=1[N:13]=[N:14][C:15]1[C:21]([O:22][CH2:23][CH:24]([CH2:29][CH3:30])[CH2:25][CH2:26][CH2:27][CH3:28])=[CH:20][C:18]([NH2:19])=[C:17]([O:31][CH2:32][CH:33]([CH2:38][CH3:39])[CH2:34][CH2:35][CH2:36][CH3:37])[CH:16]=1)([O-:3])=[O:2].N(OS(=O)(=O)O)=O.S(=O)(=O)(O)O.[CH3:52][C:53]1[CH:54]=[C:55]([CH:73]=[CH:74][CH:75]=1)[N:56]([CH2:65][CH2:66][CH2:67][CH2:68][CH2:69][CH2:70][CH2:71][CH3:72])[CH2:57][CH2:58][CH2:59][CH2:60][CH2:61][CH2:62][CH2:63][CH3:64].S(=O)(=O)(O)[NH2:77]. Product: [N+:1]([C:4]1[CH:9]=[C:8]([N+:10]([O-:12])=[O:11])[CH:7]=[CH:6][C:5]=1/[N:13]=[N:14]/[C:15]1[C:21]([O:22][CH2:23][CH:24]([CH2:29][CH3:30])[CH2:25][CH2:26][CH2:27][CH3:28])=[CH:20][C:18](/[N:19]=[N:77]/[C:75]2[CH:74]=[CH:73][C:55]([N:56]([CH2:65][CH2:66][CH2:67][CH2:68][CH2:69][CH2:70][CH2:71][CH3:72])[CH2:57][CH2:58][CH2:59][CH2:60][CH2:61][CH2:62][CH2:63][CH3:64])=[CH:54][C:53]=2[CH3:52])=[C:17]([O:31][CH2:32][CH:33]([CH2:38][CH3:39])[CH2:34][CH2:35][CH2:36][CH3:37])[CH:16]=1)([O-:3])=[O:2]. The catalyst class is: 37. (4) Reactant: IC.[Cl:3][C:4]1[C:9]([OH:10])=[C:8]([C:11]([O:13][CH3:14])=[O:12])[CH:7]=[C:6]([CH:15]2[CH2:17][CH2:16]2)[C:5]=1[C:18]1[CH:23]=[CH:22][C:21]([F:24])=[CH:20][CH:19]=1.[C:25](=O)([O-])[O-].[K+].[K+].CN(C=O)C. Product: [Cl:3][C:4]1[C:9]([O:10][CH3:25])=[C:8]([C:11]([O:13][CH3:14])=[O:12])[CH:7]=[C:6]([CH:15]2[CH2:16][CH2:17]2)[C:5]=1[C:18]1[CH:19]=[CH:20][C:21]([F:24])=[CH:22][CH:23]=1. The catalyst class is: 6. (5) Product: [ClH:7].[F:8][C:9]1[CH:28]=[C:27]([F:29])[CH:26]=[CH:25][C:10]=1[O:11][CH:12]1[CH2:13][CH2:14][NH:15][CH2:16][CH2:17]1. The catalyst class is: 12. Reactant: O1CCOCC1.[ClH:7].[F:8][C:9]1[CH:28]=[C:27]([F:29])[CH:26]=[CH:25][C:10]=1[O:11][CH:12]1[CH2:17][CH2:16][N:15](C(OC(C)(C)C)=O)[CH2:14][CH2:13]1.